From a dataset of Peptide-MHC class II binding affinity with 134,281 pairs from IEDB. Regression. Given a peptide amino acid sequence and an MHC pseudo amino acid sequence, predict their binding affinity value. This is MHC class II binding data. (1) The peptide sequence is WNTDIKTLKFDALSG. The MHC is HLA-DQA10501-DQB10302 with pseudo-sequence HLA-DQA10501-DQB10302. The binding affinity (normalized) is 0.252. (2) The peptide sequence is GPLIEGNTSLLWNGP. The MHC is HLA-DQA10201-DQB10301 with pseudo-sequence HLA-DQA10201-DQB10301. The binding affinity (normalized) is 0.626.